This data is from Reaction yield outcomes from USPTO patents with 853,638 reactions. The task is: Predict the reaction yield, written as a fraction of the theoretical maximum amount of product (1.0 means a 100% yield; for example, 0.34 means a 34% yield). (1) The reactants are [CH3:1][N:2]1[C:6]2[CH:7]=[C:8]([OH:11])[CH:9]=[CH:10][C:5]=2[N:4]=[CH:3]1.Br[CH2:13][C:14]([O:16][CH2:17][CH3:18])=[O:15].C([O-])([O-])=O.[K+].[K+].C(Cl)Cl. The catalyst is CN(C=O)C.O. The product is [CH3:1][N:2]1[C:6]2[CH:7]=[C:8]([O:11][CH2:13][C:14]([O:16][CH2:17][CH3:18])=[O:15])[CH:9]=[CH:10][C:5]=2[N:4]=[CH:3]1. The yield is 0.600. (2) The reactants are Cl[C:2]1[C:3]([C:12]([O:14][CH2:15][CH3:16])=[O:13])=[N:4][C:5]2[C:10]([N:11]=1)=[CH:9][CH:8]=[CH:7][CH:6]=2.[CH2:17]([N:19](CC)[CH2:20]C)C.CNC.O. The catalyst is CN(C)C=O. The product is [CH3:17][N:19]([CH3:20])[C:2]1[C:3]([C:12]([O:14][CH2:15][CH3:16])=[O:13])=[N:4][C:5]2[C:10]([N:11]=1)=[CH:9][CH:8]=[CH:7][CH:6]=2. The yield is 0.990. (3) The reactants are FC(F)(F)C(O)=O.[CH3:8][N:9]1[C:17]2[C:12](=[CH:13][CH:14]=[CH:15][CH:16]=2)[CH:11]=[C:10]1[C:18]([NH:20][CH2:21][C:22]1[CH:23]=[C:24]2[C:29](=[CH:30][CH:31]=1)[CH2:28][N:27](C(OC(C)(C)C)=O)[CH2:26][CH2:25]2)=[O:19].[OH-].[Na+]. The catalyst is C(Cl)(Cl)Cl. The product is [CH3:8][N:9]1[C:17]2[C:12](=[CH:13][CH:14]=[CH:15][CH:16]=2)[CH:11]=[C:10]1[C:18]([NH:20][CH2:21][C:22]1[CH:23]=[C:24]2[C:29](=[CH:30][CH:31]=1)[CH2:28][NH:27][CH2:26][CH2:25]2)=[O:19]. The yield is 0.670. (4) The reactants are [OH:1][C:2]1[CH:7]=[CH:6][C:5]([S:8][C:9]2[CH:14]=[CH:13][C:12]([OH:15])=[CH:11][C:10]=2[N+:16]([O-])=O)=[CH:4][CH:3]=1.[Cl-].[NH4+]. The catalyst is CCO.[Fe]. The product is [NH2:16][C:10]1[CH:11]=[C:12]([OH:15])[CH:13]=[CH:14][C:9]=1[S:8][C:5]1[CH:6]=[CH:7][C:2]([OH:1])=[CH:3][CH:4]=1. The yield is 0.970. (5) The reactants are Cl[C:2]1[C:7]([Cl:8])=[N:6][CH:5]=[CH:4][N:3]=1.ClC1C=C([CH:16]2[CH2:21][CH2:20][O:19][CH2:18][CH2:17]2)N=CN=1.C(OCC)(=O)C.[Cl-].[NH4+]. The product is [Cl:8][C:7]1[C:2]([CH:16]2[CH2:21][CH2:20][O:19][CH2:18][CH2:17]2)=[N:3][CH:4]=[CH:5][N:6]=1. The catalyst is CC(N(C)C)=O.[Cu]I.C1C=CC(P(C2C=CC=CC=2)[C-]2C=CC=C2)=CC=1.C1C=CC(P(C2C=CC=CC=2)[C-]2C=CC=C2)=CC=1.Cl[Pd]Cl.[Fe+2]. The yield is 0.290. (6) The reactants are [F:1][C:2]1[CH:9]=[CH:8][C:7]([CH3:10])=[CH:6][C:3]=1[C:4]#[N:5].[Br:11]N1C(=O)CCC1=O.C(OOC(=O)C1C=CC=CC=1)(=O)C1C=CC=CC=1.O. The product is [Br:11][CH2:10][C:7]1[CH:8]=[CH:9][C:2]([F:1])=[C:3]([CH:6]=1)[C:4]#[N:5]. The catalyst is C(Cl)(Cl)(Cl)Cl. The yield is 0.330. (7) The reactants are C([BH3-])#N.[Na+].[NH2:5][C:6]1[CH:7]=[C:8]([CH:11]=[CH:12][C:13]=1[OH:14])[C:9]#[N:10].O=[C:16]1[CH2:21][CH2:20][N:19]([C:22]([O:24][C:25]([CH3:28])([CH3:27])[CH3:26])=[O:23])[CH2:18][CH2:17]1.C(O)(=O)C. The catalyst is O1CCCC1. The product is [C:9]([C:8]1[CH:11]=[CH:12][C:13]([OH:14])=[C:6]([NH:5][CH:16]2[CH2:21][CH2:20][N:19]([C:22]([O:24][C:25]([CH3:28])([CH3:27])[CH3:26])=[O:23])[CH2:18][CH2:17]2)[CH:7]=1)#[N:10]. The yield is 0.870. (8) The reactants are [O:1]1[C:5]2[CH:6]=[CH:7][CH:8]=[CH:9][C:4]=2[CH:3]([CH2:10][OH:11])[CH2:2]1.Cl[C:13]1[N:14]=[C:15]([OH:23])[C:16]2[CH:22]=[CH:21][N:20]=[CH:19][C:17]=2[N:18]=1. No catalyst specified. The product is [O:1]1[C:5]2[CH:6]=[CH:7][CH:8]=[CH:9][C:4]=2[CH:3]([CH2:10][O:11][C:13]2[N:14]=[C:15]([OH:23])[C:16]3[CH:22]=[CH:21][N:20]=[CH:19][C:17]=3[N:18]=2)[CH2:2]1. The yield is 0.0400. (9) The catalyst is C1COCC1. The product is [C:1]([C:3]1[CH:8]=[CH:7][C:6]([C@@H:9]2[C:14]([C:15]#[N:16])=[C:13]([CH3:17])[N:12]([C:18]3[CH:23]=[CH:22][CH:21]=[C:20]([C:24]([F:27])([F:26])[F:25])[CH:19]=3)[C:11](=[O:28])[N:10]2[S:41]([C:38]2[CH:39]=[CH:40][C:35]([CH3:45])=[CH:36][CH:37]=2)(=[O:43])=[O:42])=[C:5]([S:29]([CH3:32])(=[O:31])=[O:30])[CH:4]=1)#[N:2]. The reactants are [C:1]([C:3]1[CH:8]=[CH:7][C:6]([C@@H:9]2[C:14]([C:15]#[N:16])=[C:13]([CH3:17])[N:12]([C:18]3[CH:23]=[CH:22][CH:21]=[C:20]([C:24]([F:27])([F:26])[F:25])[CH:19]=3)[C:11](=[O:28])[NH:10]2)=[C:5]([S:29]([CH3:32])(=[O:31])=[O:30])[CH:4]=1)#[N:2].[H-].[Na+].[C:35]1([CH3:45])[CH:40]=[CH:39][C:38]([S:41](Cl)(=[O:43])=[O:42])=[CH:37][CH:36]=1. The yield is 0.960. (10) The reactants are [F:1][CH:2]([F:20])[C:3]1[N:4]([C:9]2[C:18]3[C:13](=[CH:14][CH:15]=[CH:16][CH:17]=3)[C:12]([CH3:19])=[CH:11][CH:10]=2)[C:5]([SH:8])=[N:6][N:7]=1.C([O-])([O-])=O.[K+].[K+].C[CH2:28][C:29]([NH:31][C:32]1[CH:37]=[CH:36][C:35]([S:38](=[O:41])(=[O:40])[NH2:39])=[CH:34][C:33]=1[CH3:42])=[O:30].O. The catalyst is CN(C=O)C. The product is [F:20][CH:2]([F:1])[C:3]1[N:4]([C:9]2[C:18]3[C:13](=[CH:14][CH:15]=[CH:16][CH:17]=3)[C:12]([CH3:19])=[CH:11][CH:10]=2)[C:5]([S:8][CH2:28][C:29]([NH:31][C:32]2[CH:37]=[CH:36][C:35]([S:38](=[O:41])(=[O:40])[NH2:39])=[CH:34][C:33]=2[CH3:42])=[O:30])=[N:6][N:7]=1. The yield is 0.830.